Dataset: Full USPTO retrosynthesis dataset with 1.9M reactions from patents (1976-2016). Task: Predict the reactants needed to synthesize the given product. (1) Given the product [C:45]12([C:52]([O:54][CH3:55])=[O:53])[CH2:51][CH:48]([CH2:49][CH2:50]1)[CH2:47][CH2:46]2, predict the reactants needed to synthesize it. The reactants are: [Cl-].C([NH+](CCCCCCCC)CCCCCCCC)CCCCCCC.C(N(CC)CC)C.C1C(O)=CC=C(C)C=1.ClCCl.[CH:45]12[CH2:51][CH:48]([CH2:49][CH2:50]1)[CH:47]=[CH:46]2.[CH:52]([O:54][CH3:55])=[O:53]. (2) The reactants are: Br[C:2]1[C:6]2[CH:7]=[C:8]([C:11]([O:13][CH3:14])=[O:12])[CH:9]=[CH:10][C:5]=2[O:4][CH:3]=1.[F:15][C:16]([F:28])([F:27])[O:17][C:18]1[CH:19]=[C:20](B(O)O)[CH:21]=[CH:22][CH:23]=1. Given the product [F:15][C:16]([F:27])([F:28])[O:17][C:18]1[CH:23]=[C:22]([C:2]2[C:6]3[CH:7]=[C:8]([C:11]([O:13][CH3:14])=[O:12])[CH:9]=[CH:10][C:5]=3[O:4][CH:3]=2)[CH:21]=[CH:20][CH:19]=1, predict the reactants needed to synthesize it. (3) Given the product [CH3:1][O:2][C:3](=[O:32])[CH2:4][C:5]1([N:16]2[CH2:17][CH2:18][CH:19]([N:22]([C@@H:23]3[CH2:25][C@H:24]3[C:26]3[CH:27]=[CH:28][CH:29]=[CH:30][CH:31]=3)[C:44](=[O:45])[C:43]([F:54])([F:53])[F:42])[CH2:20][CH2:21]2)[CH2:8][N:7]([C:9]([O:11][C:12]([CH3:15])([CH3:14])[CH3:13])=[O:10])[CH2:6]1, predict the reactants needed to synthesize it. The reactants are: [CH3:1][O:2][C:3](=[O:32])[CH2:4][C:5]1([N:16]2[CH2:21][CH2:20][CH:19]([NH:22][C@@H:23]3[CH2:25][C@H:24]3[C:26]3[CH:31]=[CH:30][CH:29]=[CH:28][CH:27]=3)[CH2:18][CH2:17]2)[CH2:8][N:7]([C:9]([O:11][C:12]([CH3:15])([CH3:14])[CH3:13])=[O:10])[CH2:6]1.C(N(CC)C(C)C)(C)C.[F:42][C:43]([F:54])([F:53])[C:44](O[C:44](=[O:45])[C:43]([F:54])([F:53])[F:42])=[O:45]. (4) The reactants are: [Br:1][C:2]1[CH:3]=[C:4]([N+:15]([O-])=O)[CH:5]=[CH:6][C:7]=1[C:8]([N:10]1[CH2:14][CH2:13][CH2:12][CH2:11]1)=[O:9]. Given the product [Br:1][C:2]1[CH:3]=[C:4]([CH:5]=[CH:6][C:7]=1[C:8]([N:10]1[CH2:14][CH2:13][CH2:12][CH2:11]1)=[O:9])[NH2:15], predict the reactants needed to synthesize it. (5) Given the product [CH3:24][S:25]([O:13][CH:11]1[CH2:12][CH:9]([O:8][CH2:1][C:2]2[CH:7]=[CH:6][CH:5]=[CH:4][CH:3]=2)[CH2:10]1)(=[O:27])=[O:26], predict the reactants needed to synthesize it. The reactants are: [CH2:1]([O:8][CH:9]1[CH2:12][CH:11]([OH:13])[CH2:10]1)[C:2]1[CH:7]=[CH:6][CH:5]=[CH:4][CH:3]=1.ClCCl.C(N(CC)CC)C.[CH3:24][S:25](Cl)(=[O:27])=[O:26]. (6) Given the product [CH2:7]([O:6][C:4]([CH:3]1[CH2:9][CH2:10][CH2:11][N:1]([C:18]([O:20][CH2:21][C:22]2[CH:27]=[CH:26][CH:25]=[CH:24][CH:23]=2)=[O:19])[CH2:2]1)=[O:5])[CH3:8], predict the reactants needed to synthesize it. The reactants are: [NH:1]1[CH2:11][CH2:10][CH2:9][CH:3]([C:4]([O:6][CH2:7][CH3:8])=[O:5])[CH2:2]1.C([O-])(O)=O.[Na+].Cl[C:18]([O:20][CH2:21][C:22]1[CH:27]=[CH:26][CH:25]=[CH:24][CH:23]=1)=[O:19]. (7) Given the product [CH:37]([O:36][CH2:35][CH2:34][NH:33][S:27]([NH:30][C:31](=[O:32])[O:25][CH2:24][CH2:23][C:14]1[CH:15]=[CH:16][C:17]([O:19][CH2:20][O:21][CH3:22])=[CH:18][C:13]=1[O:12][C:3]1[C:2]([Cl:1])=[CH:7][C:6]([C:8]([F:9])([F:11])[F:10])=[CH:5][N:4]=1)(=[O:29])=[O:28])([CH3:39])[CH3:38], predict the reactants needed to synthesize it. The reactants are: [Cl:1][C:2]1[C:3]([O:12][C:13]2[CH:18]=[C:17]([O:19][CH2:20][O:21][CH3:22])[CH:16]=[CH:15][C:14]=2[CH2:23][CH2:24][OH:25])=[N:4][CH:5]=[C:6]([C:8]([F:11])([F:10])[F:9])[CH:7]=1.Cl[S:27]([N:30]=[C:31]=[O:32])(=[O:29])=[O:28].[NH2:33][CH2:34][CH2:35][O:36][CH:37]([CH3:39])[CH3:38].Cl. (8) Given the product [CH:22]([O:24][C:2]1[CH:3]=[N:4][CH:5]=[CH:6][C:7]=1[C:8]1[O:9][C:10]2[CH:16]=[CH:15][C:14]([C:17]([F:20])([F:19])[F:18])=[CH:13][C:11]=2[N:12]=1)([CH3:23])[CH3:21], predict the reactants needed to synthesize it. The reactants are: F[C:2]1[CH:3]=[N:4][CH:5]=[CH:6][C:7]=1[C:8]1[O:9][C:10]2[CH:16]=[CH:15][C:14]([C:17]([F:20])([F:19])[F:18])=[CH:13][C:11]=2[N:12]=1.[CH3:21][CH:22]([OH:24])[CH3:23].[H-].[Na+]. (9) Given the product [CH:20]1([C:18]([N:16]2[CH2:17][CH:14]([CH2:13][N:12]3[CH:11]=[N:10][N:9]=[C:8]3[C:5]3[CH:6]=[CH:7][C:2]([C:32]4[CH:41]=[C:40]5[C:35]([CH:36]=[CH:37][CH:38]=[N:39]5)=[CH:34][CH:33]=4)=[CH:3][C:4]=3[F:23])[CH2:15]2)=[O:19])[CH2:22][CH2:21]1, predict the reactants needed to synthesize it. The reactants are: Br[C:2]1[CH:7]=[CH:6][C:5]([C:8]2[N:12]([CH2:13][CH:14]3[CH2:17][N:16]([C:18]([CH:20]4[CH2:22][CH2:21]4)=[O:19])[CH2:15]3)[CH:11]=[N:10][N:9]=2)=[C:4]([F:23])[CH:3]=1.CC1(C)C(C)(C)OB([C:32]2[CH:41]=[C:40]3[C:35]([CH:36]=[CH:37][CH:38]=[N:39]3)=[CH:34][CH:33]=2)O1.